Dataset: Full USPTO retrosynthesis dataset with 1.9M reactions from patents (1976-2016). Task: Predict the reactants needed to synthesize the given product. (1) Given the product [CH3:11][N:12]1[C:5]([C:2]2([CH3:1])[CH2:4][CH2:3]2)=[CH:6][C:7]([NH2:8])=[N:13]1, predict the reactants needed to synthesize it. The reactants are: [CH3:1][C:2]1([C:5](=O)[CH2:6][C:7]#[N:8])[CH2:4][CH2:3]1.Cl.[CH3:11][NH:12][NH2:13]. (2) Given the product [CH3:23][C:24]1([CH3:40])[C:28]([CH3:30])([CH3:29])[O:27][B:26]([C:2]2[CH:22]=[CH:21][C:5]3[N:6]=[C:7]([CH:9]4[CH2:14][CH2:13][N:12]([C:15]([O:17][CH:18]([CH3:20])[CH3:19])=[O:16])[CH2:11][CH2:10]4)[O:8][C:4]=3[CH:3]=2)[O:25]1, predict the reactants needed to synthesize it. The reactants are: Br[C:2]1[CH:22]=[CH:21][C:5]2[N:6]=[C:7]([CH:9]3[CH2:14][CH2:13][N:12]([C:15]([O:17][CH:18]([CH3:20])[CH3:19])=[O:16])[CH2:11][CH2:10]3)[O:8][C:4]=2[CH:3]=1.[CH3:23][C:24]1([CH3:40])[C:28]([CH3:30])([CH3:29])[O:27][B:26]([B:26]2[O:27][C:28]([CH3:30])([CH3:29])[C:24]([CH3:40])([CH3:23])[O:25]2)[O:25]1.C([O-])(=O)C.[K+].C(Cl)Cl.